The task is: Predict which catalyst facilitates the given reaction.. This data is from Catalyst prediction with 721,799 reactions and 888 catalyst types from USPTO. (1) Reactant: [NH2:1][C:2]1[CH:10]=[CH:9][CH:8]=[C:7]2[C:3]=1[C:4]([CH2:13][C:14]([O:16]CC)=O)([CH3:12])[C:5](=[O:11])[NH:6]2. Product: [CH3:12][C:4]12[C:5](=[O:11])[NH:6][C:7]3[C:3]1=[C:2]([CH:10]=[CH:9][CH:8]=3)[NH:1][C:14](=[O:16])[CH2:13]2. The catalyst class is: 52. (2) Reactant: [OH:1][C:2]1[CH:7]=[CH:6][C:5]([C:8]2[CH:13]=[CH:12][CH:11]=[C:10]([C:14]#[N:15])[CH:9]=2)=[CH:4][CH:3]=1.S(=O)(=O)(O)O.[I:21]N1C(=O)CCC1=O. Product: [OH:1][C:2]1[CH:3]=[CH:4][C:5]([C:8]2[CH:13]=[CH:12][CH:11]=[C:10]([C:14]#[N:15])[CH:9]=2)=[CH:6][C:7]=1[I:21]. The catalyst class is: 411.